Dataset: Forward reaction prediction with 1.9M reactions from USPTO patents (1976-2016). Task: Predict the product of the given reaction. (1) Given the reactants [Br:1][C:2]1[CH:7]=[C:6]([O:8][CH2:9][CH:10]2[CH2:12][CH2:11]2)[C:5]([Cl:13])=[CH:4][C:3]=1[N+:14]([O-])=O.Cl[Sn]Cl.C([O-])([O-])=O.[Na+].[Na+], predict the reaction product. The product is: [Br:1][C:2]1[CH:7]=[C:6]([O:8][CH2:9][CH:10]2[CH2:11][CH2:12]2)[C:5]([Cl:13])=[CH:4][C:3]=1[NH2:14]. (2) Given the reactants Br[CH2:2][C:3]1[C:8]([F:9])=[C:7]([F:10])[CH:6]=[CH:5][C:4]=1[F:11].[OH:12][C:13]1[CH:18]=[C:17]([CH3:19])[CH:16]=[CH:15][N:14]=1, predict the reaction product. The product is: [CH3:19][C:17]1[CH:16]=[CH:15][N:14]=[C:13]([O:12][CH2:2][C:3]2[C:4]([F:11])=[CH:5][CH:6]=[C:7]([F:10])[C:8]=2[F:9])[CH:18]=1. (3) Given the reactants [C:1]([CH2:5][C:6]([O:8]CC)=O)(=O)[CH2:2][CH3:3].[NH2:11][C:12]1[C:17]([Br:18])=[CH:16][CH:15]=[CH:14][N:13]=1.[OH-].[Na+], predict the reaction product. The product is: [Br:18][C:17]1[C:12]2=[N:11][C:1]([CH2:2][CH3:3])=[CH:5][C:6](=[O:8])[N:13]2[CH:14]=[CH:15][CH:16]=1. (4) Given the reactants Cl[C:2]1[N:7]=[C:6]([S:8][C:9]2[CH:15]=[CH:14][C:12]([NH2:13])=[CH:11][CH:10]=2)[CH:5]=[CH:4][N:3]=1.[C:16]([O:20][C:21]([N:23]1[C:31]2[C:26](=[CH:27][CH:28]=[CH:29][CH:30]=2)[CH:25]=[C:24]1B(O)O)=[O:22])([CH3:19])([CH3:18])[CH3:17], predict the reaction product. The product is: [NH2:13][C:12]1[CH:14]=[CH:15][C:9]([S:8][C:6]2[CH:5]=[CH:4][N:3]=[C:2]([C:24]3[N:23]([C:21]([O:20][C:16]([CH3:19])([CH3:18])[CH3:17])=[O:22])[C:31]4[C:26]([CH:25]=3)=[CH:27][CH:28]=[CH:29][CH:30]=4)[N:7]=2)=[CH:10][CH:11]=1. (5) Given the reactants [C:1]([O:5][C:6](=[O:30])[NH:7][C:8]([C:10]1[S:11][C:12]([S:28][CH3:29])=[C:13]([S:15]([C:18]2[CH:26]=[C:25]([Br:27])[C:21]3[N:22]=[CH:23][NH:24][C:20]=3[CH:19]=2)(=[O:17])=[O:16])[CH:14]=1)=[NH:9])([CH3:4])([CH3:3])[CH3:2].[F:31][C:32]1[CH:39]=[CH:38][C:37]([N+:40]([O-:42])=[O:41])=[CH:36][C:33]=1[CH2:34]Br.C(NC(C)C)(C)C, predict the reaction product. The product is: [C:1]([O:5][C:6](=[O:30])[NH:7][C:8]([C:10]1[S:11][C:12]([S:28][CH3:29])=[C:13]([S:15]([C:18]2[CH:26]=[C:25]([Br:27])[C:21]3[N:22]([CH2:34][C:33]4[CH:36]=[C:37]([N+:40]([O-:42])=[O:41])[CH:38]=[CH:39][C:32]=4[F:31])[CH:23]=[N:24][C:20]=3[CH:19]=2)(=[O:16])=[O:17])[CH:14]=1)=[NH:9])([CH3:4])([CH3:3])[CH3:2].[C:1]([O:5][C:6](=[O:30])[NH:7][C:8]([C:10]1[S:11][C:12]([S:28][CH3:29])=[C:13]([S:15]([C:18]2[CH:26]=[C:25]([Br:27])[C:21]3[N:22]=[CH:23][N:24]([CH2:34][C:33]4[CH:36]=[C:37]([N+:40]([O-:42])=[O:41])[CH:38]=[CH:39][C:32]=4[F:31])[C:20]=3[CH:19]=2)(=[O:16])=[O:17])[CH:14]=1)=[NH:9])([CH3:4])([CH3:3])[CH3:2]. (6) Given the reactants [Cl:1][C:2]1[CH:23]=[CH:22][C:5]([CH2:6][N:7]2[C:15]3[C:10](=[CH:11][CH:12]=[CH:13][C:14]=3[CH3:16])[CH:9]=[C:8]2[C:17]([O:19]CC)=[O:18])=[CH:4][CH:3]=1.[OH-].[K+].Cl, predict the reaction product. The product is: [Cl:1][C:2]1[CH:23]=[CH:22][C:5]([CH2:6][N:7]2[C:15]3[C:10](=[CH:11][CH:12]=[CH:13][C:14]=3[CH3:16])[CH:9]=[C:8]2[C:17]([OH:19])=[O:18])=[CH:4][CH:3]=1. (7) The product is: [CH2:30]([N:37]([CH2:28][C:17]1[C:16]([Cl:15])=[N:21][C:20]([N:22]([CH:24]2[CH2:25][CH2:26][CH2:27]2)[CH3:23])=[CH:19][N:18]=1)[CH2:38][CH2:39][OH:40])[C:31]1[CH:36]=[CH:35][CH:34]=[CH:33][CH:32]=1. Given the reactants C(O[BH-](OC(=O)C)OC(=O)C)(=O)C.[Na+].[Cl:15][C:16]1[C:17]([CH:28]=O)=[N:18][CH:19]=[C:20]([N:22]([CH:24]2[CH2:27][CH2:26][CH2:25]2)[CH3:23])[N:21]=1.[CH2:30]([NH:37][CH2:38][CH2:39][OH:40])[C:31]1[CH:36]=[CH:35][CH:34]=[CH:33][CH:32]=1.C(=O)([O-])O.[Na+], predict the reaction product. (8) Given the reactants CC(C)([O-])C.[K+].[C:7]([O:10][CH2:11][CH2:12][CH:13]([CH3:17])[CH2:14][CH:15]=O)(=[O:9])[CH3:8].[CH2:18]1[CH2:22]O[CH2:20][CH2:19]1, predict the reaction product. The product is: [C:7]([O:10][CH2:11][CH2:12][CH:13]([CH3:17])[CH2:14]/[CH:15]=[CH:22]\[CH2:18][CH2:19][CH3:20])(=[O:9])[CH3:8].